Predict which catalyst facilitates the given reaction. From a dataset of Catalyst prediction with 721,799 reactions and 888 catalyst types from USPTO. (1) Reactant: C(OC([N:8]1[CH2:13][CH:12]2[CH2:14][CH:9]1[CH2:10][N:11]2[C:15]1[CH:20]=[C:19]([C:21]2[CH:26]=[CH:25][N:24]=[C:23]([NH:27][CH:28]([C:30]3[CH:35]=[CH:34][CH:33]=[CH:32][CH:31]=3)[CH3:29])[CH:22]=2)[N:18]=[C:17]([S:36][CH3:37])[N:16]=1)=O)(C)(C)C.CO.Cl. Product: [C@H:12]12[CH2:14][C@H:9]([NH:8][CH2:13]1)[CH2:10][N:11]2[C:15]1[N:16]=[C:17]([S:36][CH3:37])[N:18]=[C:19]([C:21]2[CH:26]=[CH:25][N:24]=[C:23]([NH:27][C@H:28]([C:30]3[CH:35]=[CH:34][CH:33]=[CH:32][CH:31]=3)[CH3:29])[CH:22]=2)[CH:20]=1. The catalyst class is: 258. (2) Reactant: [NH2:1][CH2:2][CH2:3][CH2:4][CH2:5][OH:6].[Cl:7][C:8]1[CH:27]=[CH:26][C:25]([CH2:28][CH2:29][CH2:30]OS(C)(=O)=O)=[CH:24][C:9]=1[C:10]([NH:12][CH2:13][C:14]12[CH2:23][CH:18]3[CH2:19][CH:20]([CH2:22][CH:16]([CH2:17]3)[CH2:15]1)[CH2:21]2)=[O:11]. Product: [Cl:7][C:8]1[CH:27]=[CH:26][C:25]([CH2:28][CH2:29][CH2:30][NH:1][CH2:2][CH2:3][CH2:4][CH2:5][OH:6])=[CH:24][C:9]=1[C:10]([NH:12][CH2:13][C:14]12[CH2:23][CH:18]3[CH2:19][CH:20]([CH2:22][CH:16]([CH2:17]3)[CH2:15]1)[CH2:21]2)=[O:11]. The catalyst class is: 54. (3) Reactant: [NH2:1][C:2]1[N:11]=[C:10]([CH3:12])[C:9]2[C:8](=[O:13])[CH2:7][CH:6]([C:14]3[C:19]([O:20]C)=[CH:18][CH:17]=[CH:16][C:15]=3[Cl:22])[CH2:5][C:4]=2[N:3]=1.NC1C=CC(S)=CC=1.[F-].[K+]. Product: [NH2:1][C:2]1[N:11]=[C:10]([CH3:12])[C:9]2[C:8](=[O:13])[CH2:7][CH:6]([C:14]3[C:19]([OH:20])=[CH:18][CH:17]=[CH:16][C:15]=3[Cl:22])[CH2:5][C:4]=2[N:3]=1. The catalyst class is: 514.